This data is from Reaction yield outcomes from USPTO patents with 853,638 reactions. The task is: Predict the reaction yield, written as a fraction of the theoretical maximum amount of product (1.0 means a 100% yield; for example, 0.34 means a 34% yield). (1) The reactants are [Br:1][C:2]1[CH:3]=[C:4](I)[C:5]([NH:8][C:9](=[O:11])[CH3:10])=[N:6][CH:7]=1.C(N(CC)CC)C.[CH3:20][Si:21]([C:24]#[CH:25])([CH3:23])[CH3:22]. The catalyst is ClCCl.Cl[Pd-2](Cl)(P(C1C=CC=CC=1)(C1C=CC=CC=1)C1C=CC=CC=1)P(C1C=CC=CC=1)(C1C=CC=CC=1)C1C=CC=CC=1.[Cu]I. The product is [Br:1][C:2]1[CH:3]=[C:4]([C:25]#[C:24][Si:21]([CH3:23])([CH3:22])[CH3:20])[C:5]([NH:8][C:9](=[O:11])[CH3:10])=[N:6][CH:7]=1. The yield is 0.810. (2) The reactants are [O:1]=[C:2]1[N:6]([C:7]2[CH:12]=[CH:11][CH:10]=[C:9]([C:13]([F:16])([F:15])[F:14])[CH:8]=2)[CH2:5][CH:4]([C:17]([OH:19])=O)[CH2:3]1.S(Cl)(Cl)=O.[CH3:24][Si](C=[N+]=[N-])(C)C.[BrH:31].C(O)(=O)C.C(=O)(O)[O-].[Na+]. The catalyst is C(Cl)Cl.CN(C=O)C.C(#N)C. The product is [Br:31][CH2:24][C:17]([CH:4]1[CH2:5][N:6]([C:7]2[CH:12]=[CH:11][CH:10]=[C:9]([C:13]([F:14])([F:15])[F:16])[CH:8]=2)[C:2](=[O:1])[CH2:3]1)=[O:19]. The yield is 0.720. (3) The reactants are O[CH:2]1[CH2:7][CH2:6][CH:5]([NH:8][C:9]2[CH:16]=[C:15]([C:17]3[C:26]4[C:21](=[C:22](B5OC(C)(C)C(C)(C)O5)[CH:23]=[CH:24][CH:25]=4)[CH:20]=[CH:19][N:18]=3)[CH:14]=[CH:13][C:10]=2[C:11]#[N:12])[CH2:4][CH2:3]1.[NH:36]1[CH:40]=[C:39]([C:41]2[CH:42]=[N:43][N:44]([CH2:46][CH:47]([CH3:49])[CH3:48])[CH:45]=2)[N:38]=[CH:37]1.[OH-:50].[Na+].OO.[OH2:54]. The catalyst is CO.CS(C)=O.[Cu-]=O.C(O)C.C(Cl)(Cl)Cl. The product is [OH:50][CH:2]1[CH2:3][CH2:4][CH:5]([NH:8][C:9]2[CH:16]=[C:15]([C:17]3[C:26]4[C:21](=[C:22]([N:36]5[CH:40]=[C:39]([C:41]6[CH:42]=[N:43][N:44]([CH2:46][CH:47]([CH3:49])[CH3:48])[CH:45]=6)[N:38]=[CH:37]5)[CH:23]=[CH:24][CH:25]=4)[CH:20]=[CH:19][N:18]=3)[CH:14]=[CH:13][C:10]=2[C:11]([NH2:12])=[O:54])[CH2:6][CH2:7]1. The yield is 0.260. (4) The reactants are [F:1][C:2]1[CH:30]=[CH:29][C:5]2[N:6]([CH:10]3[CH2:15][CH2:14][N:13]([C:16]4([CH3:28])[CH2:20][CH2:19][N:18]([C:21]([O:23][C:24](C)(C)[CH3:25])=[O:22])[CH2:17]4)[CH2:12][CH2:11]3)[C:7](=[O:9])[NH:8][C:4]=2[CH:3]=1.C(Cl)(=O)OCC[F:35]. No catalyst specified. The product is [F:1][C:2]1[CH:30]=[CH:29][C:5]2[N:6]([CH:10]3[CH2:15][CH2:14][N:13]([C:16]4([CH3:28])[CH2:20][CH2:19][N:18]([C:21]([O:23][CH2:24][CH2:25][F:35])=[O:22])[CH2:17]4)[CH2:12][CH2:11]3)[C:7](=[O:9])[NH:8][C:4]=2[CH:3]=1. The yield is 0.750. (5) The reactants are [NH:1]1[CH2:6][CH2:5][CH2:4][CH2:3][CH2:2]1.[CH3:7][O:8][C:9]1[C:10]2[C:21]([C:22]3[CH:27]=[CH:26][CH:25]=[CH:24][CH:23]=3)=[C:20]([C:28]3[CH:33]=[CH:32][C:31]([C:34]4([NH:38][C:39](=[O:45])[O:40][C:41]([CH3:44])([CH3:43])[CH3:42])[CH2:37][CH2:36][CH2:35]4)=[CH:30][CH:29]=3)[O:19][C:11]=2[N:12]=[C:13](S(C)(=O)=O)[N:14]=1. The catalyst is CN(C=O)C. The product is [CH3:7][O:8][C:9]1[C:10]2[C:21]([C:22]3[CH:23]=[CH:24][CH:25]=[CH:26][CH:27]=3)=[C:20]([C:28]3[CH:33]=[CH:32][C:31]([C:34]4([NH:38][C:39](=[O:45])[O:40][C:41]([CH3:43])([CH3:42])[CH3:44])[CH2:35][CH2:36][CH2:37]4)=[CH:30][CH:29]=3)[O:19][C:11]=2[N:12]=[C:13]([N:1]2[CH2:6][CH2:5][CH2:4][CH2:3][CH2:2]2)[N:14]=1. The yield is 0.710. (6) The reactants are [N:1]([O-])=O.[Na+].[F:5][C:6]1[CH:12]=[C:11]([N:13]2[CH2:18][CH2:17][O:16][CH2:15][CH2:14]2)[C:10]([F:19])=[CH:9][C:7]=1[NH2:8].Cl.[CH3:21][O:22][CH2:23][C:24](=[O:30])[CH2:25][C:26]([O:28][CH3:29])=[O:27].CC([O-])=O.[Na+].[OH-].[Na+]. The catalyst is O.CO. The product is [F:5][C:6]1[CH:12]=[C:11]([N:13]2[CH2:18][CH2:17][O:16][CH2:15][CH2:14]2)[C:10]([F:19])=[CH:9][C:7]=1[NH:8][N:1]=[C:25]([C:24](=[O:30])[CH2:23][O:22][CH3:21])[C:26]([O:28][CH3:29])=[O:27]. The yield is 0.640.